Dataset: Reaction yield outcomes from USPTO patents with 853,638 reactions. Task: Predict the reaction yield, written as a fraction of the theoretical maximum amount of product (1.0 means a 100% yield; for example, 0.34 means a 34% yield). (1) The reactants are [F:1][C:2]1[CH:19]=[C:18]([N+:20]([O-:22])=[O:21])[CH:17]=[CH:16][C:3]=1[CH2:4][N:5]1C(=O)C2C(=CC=CC=2)C1=O.O.NN.O.C1(C)C=CC(S(O)(=O)=O)=CC=1.C(OCC)(=O)C. The catalyst is O1CCCC1. The product is [F:1][C:2]1[CH:19]=[C:18]([N+:20]([O-:22])=[O:21])[CH:17]=[CH:16][C:3]=1[CH2:4][NH2:5]. The yield is 0.560. (2) The reactants are [C:1]([Si:5]([CH3:38])([CH3:37])[O:6][C@H:7]1[C@H:20](/[CH:21]=[CH:22]/[C@@H:23]([O:29][Si:30]([C:33]([CH3:36])([CH3:35])[CH3:34])([CH3:32])[CH3:31])[CH2:24][CH2:25][CH2:26][CH2:27][CH3:28])[C@H:10]2[CH2:11][C:12]3[CH:13]=[CH:14][CH:15]=[C:16]([OH:19])[C:17]=3[CH2:18][C@H:9]2[CH2:8]1)([CH3:4])([CH3:3])[CH3:2].[H-].[Na+].[C:41](Cl)(=[O:48])[C:42]1[CH:47]=[CH:46][CH:45]=[CH:44][CH:43]=1. The catalyst is O1CCCC1. The product is [C:41]([O:19][C:16]1[CH:15]=[CH:14][CH:13]=[C:12]2[C:17]=1[CH2:18][C@H:9]1[CH2:8][C@@H:7]([O:6][Si:5]([C:1]([CH3:3])([CH3:4])[CH3:2])([CH3:37])[CH3:38])[C@H:20](/[CH:21]=[CH:22]/[C@@H:23]([O:29][Si:30]([C:33]([CH3:36])([CH3:35])[CH3:34])([CH3:32])[CH3:31])[CH2:24][CH2:25][CH2:26][CH2:27][CH3:28])[C@H:10]1[CH2:11]2)(=[O:48])[C:42]1[CH:47]=[CH:46][CH:45]=[CH:44][CH:43]=1. The yield is 0.680. (3) The reactants are N([C:9]([O:11][C:12]([CH3:15])([CH3:14])[CH3:13])=[O:10])[C:9]([O:11][C:12]([CH3:15])([CH3:14])[CH3:13])=[O:10].[CH3:16][C:17]([O-:20])([CH3:19])[CH3:18].[K+].[CH3:22][O:23][C:24](=[O:34])[C:25]1[CH:30]=[CH:29][C:28]([CH2:31]Br)=[C:27]([Br:33])[CH:26]=1.C[C:36](=[O:40])OCC.C[N:42](C=O)C. No catalyst specified. The product is [CH3:22][O:23][C:24](=[O:34])[C:25]1[CH:30]=[C:29]([C:36]([O:20][C:17]([CH3:19])([CH3:18])[CH3:16])=[O:40])[C:28]([CH2:31][NH2:42])=[C:27]([Br:33])[C:26]=1[C:9]([O:11][C:12]([CH3:13])([CH3:14])[CH3:15])=[O:10]. The yield is 0.700. (4) The reactants are [CH3:1][O:2][C:3]1[CH:4]=[C:5]([CH:21]=[CH:22][C:23]=1[O:24][CH2:25][C:26]1[N:27]=[C:28]([N:31]2[CH2:36][CH2:35][O:34][CH2:33][CH2:32]2)[S:29][CH:30]=1)[CH2:6][O:7][C:8]1[C:12]([CH:13]=O)=[CH:11][N:10]([C:15]2[CH:20]=[CH:19][CH:18]=[CH:17][CH:16]=2)[N:9]=1.[CH2:37]([P:46](=[O:53])([O:50][CH2:51][CH3:52])[O:47][CH2:48][CH3:49])P(=O)(OCC)OCC.CN(C)C=O.[H-].[Na+]. The catalyst is O. The product is [CH3:1][O:2][C:3]1[CH:4]=[C:5]([CH:21]=[CH:22][C:23]=1[O:24][CH2:25][C:26]1[N:27]=[C:28]([N:31]2[CH2:32][CH2:33][O:34][CH2:35][CH2:36]2)[S:29][CH:30]=1)[CH2:6][O:7][C:8]1[C:12](/[CH:13]=[CH:37]/[P:46](=[O:53])([O:47][CH2:48][CH3:49])[O:50][CH2:51][CH3:52])=[CH:11][N:10]([C:15]2[CH:20]=[CH:19][CH:18]=[CH:17][CH:16]=2)[N:9]=1. The yield is 0.710. (5) The reactants are [C:1]([C:5]1[CH:12]=[CH:11][C:8]([CH2:9][Cl:10])=[CH:7][CH:6]=1)([CH3:4])([CH3:3])[CH3:2].[Cl-].C([C:17]1[C:26]2[C:21](=[CH:22][C:23]([O:29][CH3:30])=[C:24]([O:27][CH3:28])[CH:25]=2)[CH:20]=[CH:19][N+:18]=1CC1C(F)=CC=CC=1Cl)CC. No catalyst specified. The product is [Cl-:10].[C:1]([C:5]1[CH:12]=[CH:11][C:8]([CH2:9][N+:18]2[CH:19]=[CH:20][C:21]3[C:26](=[CH:25][C:24]([O:27][CH3:28])=[C:23]([O:29][CH3:30])[CH:22]=3)[CH:17]=2)=[CH:7][CH:6]=1)([CH3:4])([CH3:3])[CH3:2]. The yield is 0.920. (6) The reactants are S(Cl)(Cl)=O.[CH2:5]1[O:21][C:8]2([CH2:13][CH2:12][C:11](O)([C:14]3[CH:15]=[N:16][CH:17]=[CH:18][CH:19]=3)[CH2:10][CH2:9]2)[O:7][CH2:6]1.[OH-].[Na+]. The catalyst is N1C=CC=CC=1. The product is [CH2:6]1[O:7][C:8]2([CH2:13][CH2:12][C:11]([C:14]3[CH:15]=[N:16][CH:17]=[CH:18][CH:19]=3)=[CH:10][CH2:9]2)[O:21][CH2:5]1. The yield is 0.620. (7) The reactants are [CH2:1]([C@H:8]1[CH2:12][O:11][C:10](=[O:13])[N:9]1[C:14](=[O:25])[CH2:15][CH2:16][CH2:17][CH2:18][C:19]1[CH:24]=[CH:23][CH:22]=[CH:21][CH:20]=1)[C:2]1[CH:7]=[CH:6][CH:5]=[CH:4][CH:3]=1.[CH3:26][Si]([N-][Si](C)(C)C)(C)C.[Li+].IC.OS([O-])(=O)=O.[K+]. The catalyst is C1COCC1. The product is [CH2:1]([C@H:8]1[CH2:12][O:11][C:10](=[O:13])[N:9]1[C:14](=[O:25])[C@@H:15]([CH3:26])[CH2:16][CH2:17][CH2:18][C:19]1[CH:24]=[CH:23][CH:22]=[CH:21][CH:20]=1)[C:2]1[CH:3]=[CH:4][CH:5]=[CH:6][CH:7]=1. The yield is 0.436. (8) The reactants are ClC(Cl)(Cl)[C:3]([C:5]1[NH:9][CH:8]=[C:7]([C:10]#[N:11])[CH:6]=1)=[O:4].[C:14]([O:18][C:19]([N:21]1[CH2:26][CH2:25][CH2:24][C@H:23]([C:27](=[NH:30])[NH:28]O)[CH2:22]1)=[O:20])([CH3:17])([CH3:16])[CH3:15].C(N(CC)CC)C. The catalyst is CC#N. The product is [C:14]([O:18][C:19]([N:21]1[CH2:26][CH2:25][CH2:24][C@H:23]([C:27]2[N:30]=[C:3]([C:5]3[NH:9][CH:8]=[C:7]([C:10]#[N:11])[CH:6]=3)[O:4][N:28]=2)[CH2:22]1)=[O:20])([CH3:17])([CH3:15])[CH3:16]. The yield is 0.210. (9) The yield is 0.750. The product is [CH3:1][O:2][C:3](=[O:43])[CH2:4][C:5]1[C:6]([CH2:11][CH2:12][C:13]2[C:18]([C:19]([F:22])([F:20])[F:21])=[CH:17][N:16]=[C:15]([NH:23][C:24]3[CH:29]=[CH:28][C:27]([CH:30]4[CH2:35][CH2:34][N:33]([C:36]([O:38][C:39]([CH3:41])([CH3:40])[CH3:42])=[O:37])[CH2:32][CH2:31]4)=[CH:26][CH:25]=3)[N:14]=2)=[N:7][CH:8]=[CH:9][CH:10]=1. The reactants are [CH3:1][O:2][C:3](=[O:43])[CH2:4][C:5]1[C:6]([C:11]#[C:12][C:13]2[C:18]([C:19]([F:22])([F:21])[F:20])=[CH:17][N:16]=[C:15]([NH:23][C:24]3[CH:29]=[CH:28][C:27]([CH:30]4[CH2:35][CH2:34][N:33]([C:36]([O:38][C:39]([CH3:42])([CH3:41])[CH3:40])=[O:37])[CH2:32][CH2:31]4)=[CH:26][CH:25]=3)[N:14]=2)=[N:7][CH:8]=[CH:9][CH:10]=1. The catalyst is CN(C=O)C.[Pd]. (10) The reactants are [S:1]1(=[O:11])(=[O:10])[N:5]2[CH2:6][CH2:7][NH:8][CH2:9][CH:4]2[CH2:3][CH2:2]1.C1COCC1.[CH3:17][O:18][C:19]1[CH:60]=[CH:59][C:22]([CH2:23][N:24]([CH2:50][C:51]2[CH:56]=[CH:55][C:54]([O:57][CH3:58])=[CH:53][CH:52]=2)[C:25]2[N:30]=[C:29]([CH3:31])[N:28]=[C:27]([C:32]3[C:33]([NH:40][C:41]4[CH:42]=[N:43][C:44]([O:48][CH3:49])=[C:45]([F:47])[CH:46]=4)=[N:34][CH:35]=[C:36]([CH:39]=3)[CH:37]=O)[N:26]=2)=[CH:21][CH:20]=1.C([BH3-])#N.[Na+]. The catalyst is [O-]CC.[Ti+4].[O-]CC.[O-]CC.[O-]CC. The product is [O:11]=[S:1]1(=[O:10])[N:5]2[CH2:6][CH2:7][N:8]([CH2:37][C:36]3[CH:39]=[C:32]([C:27]4[N:28]=[C:29]([CH3:31])[N:30]=[C:25]([N:24]([CH2:23][C:22]5[CH:59]=[CH:60][C:19]([O:18][CH3:17])=[CH:20][CH:21]=5)[CH2:50][C:51]5[CH:56]=[CH:55][C:54]([O:57][CH3:58])=[CH:53][CH:52]=5)[N:26]=4)[C:33]([NH:40][C:41]4[CH:42]=[N:43][C:44]([O:48][CH3:49])=[C:45]([F:47])[CH:46]=4)=[N:34][CH:35]=3)[CH2:9][CH:4]2[CH2:3][CH2:2]1. The yield is 0.770.